This data is from NCI-60 drug combinations with 297,098 pairs across 59 cell lines. The task is: Regression. Given two drug SMILES strings and cell line genomic features, predict the synergy score measuring deviation from expected non-interaction effect. Drug 1: CN1CCC(CC1)COC2=C(C=C3C(=C2)N=CN=C3NC4=C(C=C(C=C4)Br)F)OC. Drug 2: C1=NC2=C(N1)C(=S)N=C(N2)N. Cell line: U251. Synergy scores: CSS=23.7, Synergy_ZIP=-8.51, Synergy_Bliss=-0.783, Synergy_Loewe=-4.50, Synergy_HSA=0.143.